Task: Predict the reactants needed to synthesize the given product.. Dataset: Full USPTO retrosynthesis dataset with 1.9M reactions from patents (1976-2016) (1) Given the product [C:12]([C:11]1[CH:10]=[CH:9][C:8]([O:7][CH2:6][CH2:5][NH:4][CH2:3][CH2:2][NH:1][C:20](=[O:21])[C@H:22]([OH:23])[C:17]([CH3:24])([CH3:16])[CH2:18][OH:19])=[CH:15][CH:14]=1)#[N:13], predict the reactants needed to synthesize it. The reactants are: [NH2:1][CH2:2][CH2:3][NH:4][CH2:5][CH2:6][O:7][C:8]1[CH:15]=[CH:14][C:11]([C:12]#[N:13])=[CH:10][CH:9]=1.[CH3:16][C:17]1([CH3:24])[C@@H:22]([OH:23])[C:20](=[O:21])[O:19][CH2:18]1. (2) Given the product [I:1][C:2]1[CH:7]=[CH:6][C:5]([N:8]2[CH:11]=[C:12]([CH3:13])[N:21]=[CH:9]2)=[C:4]([O:15][CH3:16])[CH:3]=1, predict the reactants needed to synthesize it. The reactants are: [I:1][C:2]1[CH:7]=[CH:6][C:5]([N:8]([CH2:11][C:12](=O)[CH3:13])[CH:9]=O)=[C:4]([O:15][CH3:16])[CH:3]=1.C([O-])(=O)C.[NH4+:21].C(=O)([O-])O.[Na+]. (3) Given the product [CH2:9]([O:11][C:12]([C:13]1[CH:14]=[C:15]([CH3:16])[N:5]([C:4]2[CH:6]=[CH:7][CH:8]=[C:2]([F:1])[CH:3]=2)[C:18]=1[C:19]1[CH:20]=[CH:21][CH:22]=[CH:23][CH:24]=1)=[O:26])[CH3:10], predict the reactants needed to synthesize it. The reactants are: [F:1][C:2]1[CH:3]=[C:4]([CH:6]=[CH:7][CH:8]=1)[NH2:5].[CH2:9]([O:11][C:12](=[O:26])[CH:13]([C:18](=O)[C:19]1[CH:24]=[CH:23][CH:22]=[CH:21][CH:20]=1)[CH2:14][C:15](=O)[CH3:16])[CH3:10].CC1C=CC(S(O)(=O)=O)=CC=1. (4) Given the product [CH3:19][C:20]1([CH3:34])[CH2:25][CH2:24][C:23]2[CH:26]=[C:27]([S:30]([N:1]3[C:9]4[C:4](=[CH:5][CH:6]=[CH:7][CH:8]=4)[CH2:3][C@H:2]3[C:10]([OH:12])=[O:11])(=[O:32])=[O:31])[CH:28]=[CH:29][C:22]=2[O:21]1, predict the reactants needed to synthesize it. The reactants are: [NH:1]1[C:9]2[C:4](=[CH:5][CH:6]=[CH:7][CH:8]=2)[CH2:3][C@H:2]1[C:10]([OH:12])=[O:11].C(=O)([O-])[O-].[K+].[K+].[CH3:19][C:20]1([CH3:34])[CH2:25][CH2:24][C:23]2[CH:26]=[C:27]([S:30](Cl)(=[O:32])=[O:31])[CH:28]=[CH:29][C:22]=2[O:21]1.